This data is from NCI-60 drug combinations with 297,098 pairs across 59 cell lines. The task is: Regression. Given two drug SMILES strings and cell line genomic features, predict the synergy score measuring deviation from expected non-interaction effect. (1) Drug 2: CNC(=O)C1=CC=CC=C1SC2=CC3=C(C=C2)C(=NN3)C=CC4=CC=CC=N4. Cell line: KM12. Drug 1: CC1=C2C(C(=O)C3(C(CC4C(C3C(C(C2(C)C)(CC1OC(=O)C(C(C5=CC=CC=C5)NC(=O)OC(C)(C)C)O)O)OC(=O)C6=CC=CC=C6)(CO4)OC(=O)C)OC)C)OC. Synergy scores: CSS=43.6, Synergy_ZIP=-4.74, Synergy_Bliss=-4.27, Synergy_Loewe=-13.1, Synergy_HSA=-1.45. (2) Drug 1: CC1=C(C=C(C=C1)NC(=O)C2=CC=C(C=C2)CN3CCN(CC3)C)NC4=NC=CC(=N4)C5=CN=CC=C5. Drug 2: CCC1(CC2CC(C3=C(CCN(C2)C1)C4=CC=CC=C4N3)(C5=C(C=C6C(=C5)C78CCN9C7C(C=CC9)(C(C(C8N6C)(C(=O)OC)O)OC(=O)C)CC)OC)C(=O)OC)O.OS(=O)(=O)O. Cell line: HL-60(TB). Synergy scores: CSS=18.0, Synergy_ZIP=7.23, Synergy_Bliss=3.99, Synergy_Loewe=3.25, Synergy_HSA=0.944. (3) Cell line: CCRF-CEM. Synergy scores: CSS=61.3, Synergy_ZIP=0.942, Synergy_Bliss=1.44, Synergy_Loewe=-9.20, Synergy_HSA=5.10. Drug 2: CS(=O)(=O)OCCCCOS(=O)(=O)C. Drug 1: C1=C(C(=O)NC(=O)N1)N(CCCl)CCCl.